This data is from NCI-60 drug combinations with 297,098 pairs across 59 cell lines. The task is: Regression. Given two drug SMILES strings and cell line genomic features, predict the synergy score measuring deviation from expected non-interaction effect. (1) Drug 1: C1CN(P(=O)(OC1)NCCCl)CCCl. Drug 2: C(CN)CNCCSP(=O)(O)O. Cell line: MDA-MB-231. Synergy scores: CSS=5.34, Synergy_ZIP=-1.42, Synergy_Bliss=0.737, Synergy_Loewe=-0.640, Synergy_HSA=0.0281. (2) Drug 1: CC1C(C(CC(O1)OC2CC(OC(C2O)C)OC3=CC4=CC5=C(C(=O)C(C(C5)C(C(=O)C(C(C)O)O)OC)OC6CC(C(C(O6)C)O)OC7CC(C(C(O7)C)O)OC8CC(C(C(O8)C)O)(C)O)C(=C4C(=C3C)O)O)O)O. Drug 2: CCCCC(=O)OCC(=O)C1(CC(C2=C(C1)C(=C3C(=C2O)C(=O)C4=C(C3=O)C=CC=C4OC)O)OC5CC(C(C(O5)C)O)NC(=O)C(F)(F)F)O. Cell line: HS 578T. Synergy scores: CSS=82.0, Synergy_ZIP=6.46, Synergy_Bliss=5.55, Synergy_Loewe=5.41, Synergy_HSA=6.18. (3) Drug 1: COC1=NC(=NC2=C1N=CN2C3C(C(C(O3)CO)O)O)N. Drug 2: CC1C(C(CC(O1)OC2CC(CC3=C2C(=C4C(=C3O)C(=O)C5=CC=CC=C5C4=O)O)(C(=O)C)O)N)O. Cell line: MCF7. Synergy scores: CSS=35.1, Synergy_ZIP=0.579, Synergy_Bliss=-0.157, Synergy_Loewe=-8.77, Synergy_HSA=1.34.